From a dataset of Full USPTO retrosynthesis dataset with 1.9M reactions from patents (1976-2016). Predict the reactants needed to synthesize the given product. The reactants are: [Br:1][C:2]1[CH:7]=[CH:6][N:5]=[C:4](F)[CH:3]=1.[O:9]1[CH2:14][CH2:13][CH:12]([NH2:15])[CH2:11][CH2:10]1.C(=O)([O-])[O-].[Cs+].[Cs+]. Given the product [Br:1][C:2]1[CH:7]=[CH:6][N:5]=[C:4]([NH:15][CH:12]2[CH2:13][CH2:14][O:9][CH2:10][CH2:11]2)[CH:3]=1, predict the reactants needed to synthesize it.